From a dataset of Reaction yield outcomes from USPTO patents with 853,638 reactions. Predict the reaction yield, written as a fraction of the theoretical maximum amount of product (1.0 means a 100% yield; for example, 0.34 means a 34% yield). (1) The reactants are C[O:2][C:3](=[O:34])[CH:4]([C:9]1[CH:10]=[C:11]([C:24]2[CH:29]=[CH:28][C:27]([C:30]([F:33])([F:32])[F:31])=[CH:26][CH:25]=2)[CH:12]=[C:13]([N:15]2[C:23]3[C:18](=[CH:19][CH:20]=[CH:21][CH:22]=3)[CH2:17][CH2:16]2)[CH:14]=1)[CH2:5][CH:6]([CH3:8])[CH3:7].CO.[Li+].[OH-].Cl. The catalyst is C1COCC1. The product is [N:15]1([C:13]2[CH:14]=[C:9]([CH:4]([CH2:5][CH:6]([CH3:8])[CH3:7])[C:3]([OH:34])=[O:2])[CH:10]=[C:11]([C:24]3[CH:29]=[CH:28][C:27]([C:30]([F:32])([F:33])[F:31])=[CH:26][CH:25]=3)[CH:12]=2)[C:23]2[C:18](=[CH:19][CH:20]=[CH:21][CH:22]=2)[CH2:17][CH2:16]1. The yield is 0.0800. (2) The reactants are [NH2:1][C:2]1[CH:21]=[CH:20][C:5]([O:6][CH2:7][CH2:8][CH2:9][N:10]2[CH:19]=[CH:18][C:17]3[C:12](=[CH:13][CH:14]=[CH:15][CH:16]=3)[CH2:11]2)=[CH:4][C:3]=1[N+:22]([O-])=O. The yield is 0.970. The catalyst is CCO. The product is [NH2:22][C:3]1[CH:4]=[C:5]([CH:20]=[CH:21][C:2]=1[NH2:1])[O:6][CH2:7][CH2:8][CH2:9][N:10]1[CH2:19][CH2:18][C:17]2[C:12](=[CH:13][CH:14]=[CH:15][CH:16]=2)[CH2:11]1.